Task: Regression. Given a peptide amino acid sequence and an MHC pseudo amino acid sequence, predict their binding affinity value. This is MHC class I binding data.. Dataset: Peptide-MHC class I binding affinity with 185,985 pairs from IEDB/IMGT (1) The peptide sequence is GMAMTTTLSI. The MHC is HLA-A02:03 with pseudo-sequence HLA-A02:03. The binding affinity (normalized) is 0.775. (2) The peptide sequence is SAIENYETF. The MHC is H-2-Db with pseudo-sequence H-2-Db. The binding affinity (normalized) is 0.783.